From a dataset of Catalyst prediction with 721,799 reactions and 888 catalyst types from USPTO. Predict which catalyst facilitates the given reaction. (1) Reactant: [CH3:1][N:2]([C:20]1[CH:25]=[CH:24][C:23]([NH:26][C:27]([NH:29][C:30]2[CH:35]=[CH:34][CH:33]=[CH:32][CH:31]=2)=[O:28])=[CH:22][CH:21]=1)[S:3]([C:6]1[S:7][C:8]([C:11](=O)[CH2:12][C:13](=O)[C:14]([F:17])([F:16])[F:15])=[CH:9][CH:10]=1)(=[O:5])=[O:4].O.[NH2:37][NH2:38]. Product: [CH3:1][N:2]([C:20]1[CH:21]=[CH:22][C:23]([NH:26][C:27]([NH:29][C:30]2[CH:31]=[CH:32][CH:33]=[CH:34][CH:35]=2)=[O:28])=[CH:24][CH:25]=1)[S:3]([C:6]1[S:7][C:8]([C:11]2[NH:38][N:37]=[C:13]([C:14]([F:16])([F:15])[F:17])[CH:12]=2)=[CH:9][CH:10]=1)(=[O:4])=[O:5]. The catalyst class is: 6. (2) Reactant: C(OC([NH:8][C:9]1[CH2:10][C:11]([C:36](=[O:52])[N:37]([CH2:41][CH2:42][CH2:43][O:44][Si](C(C)(C)C)(C)C)[CH2:38][CH2:39][CH3:40])=[CH:12][C:13]2[CH:19]=[CH:18][C:17]([C:20]3[CH:25]=[CH:24][C:23]([CH2:26][C:27]([O:29][CH2:30][CH2:31][CH2:32][N:33]([CH3:35])[CH3:34])=[O:28])=[CH:22][CH:21]=3)=[CH:16][C:14]=2[N:15]=1)=O)(C)(C)C. Product: [NH2:8][C:9]1[CH2:10][C:11]([C:36](=[O:52])[N:37]([CH2:41][CH2:42][CH2:43][OH:44])[CH2:38][CH2:39][CH3:40])=[CH:12][C:13]2[CH:19]=[CH:18][C:17]([C:20]3[CH:25]=[CH:24][C:23]([CH2:26][C:27]([O:29][CH2:30][CH2:31][CH2:32][N:33]([CH3:34])[CH3:35])=[O:28])=[CH:22][CH:21]=3)=[CH:16][C:14]=2[N:15]=1. The catalyst class is: 620. (3) Reactant: Cl[C:2]1[CH:3]=[C:4]([O:11][CH:12]2[CH2:16][CH2:15][CH2:14][CH2:13]2)[C:5]([N+:8]([O-:10])=[O:9])=[N:6][CH:7]=1.[C:17]1([OH:23])[CH:22]=[CH:21][CH:20]=[CH:19][CH:18]=1.C([O-])([O-])=O.[K+].[K+].O. Product: [CH:12]1([O:11][C:4]2[C:5]([N+:8]([O-:10])=[O:9])=[N:6][CH:7]=[C:2]([O:23][C:17]3[CH:22]=[CH:21][CH:20]=[CH:19][CH:18]=3)[CH:3]=2)[CH2:16][CH2:15][CH2:14][CH2:13]1. The catalyst class is: 3. (4) Reactant: Cl[C:2]1[C:7]([N+:8]([O-:10])=[O:9])=[C:6](Cl)[N:5]=[C:4]([S:12][CH3:13])[N:3]=1.[CH3:14][C:15]1[NH:19][N:18]=[C:17]([NH2:20])[CH:16]=1.CCN(C(C)C)C(C)C.[NH:30]1[CH2:35][CH2:34][O:33][CH2:32][CH2:31]1. Product: [CH3:14][C:15]1[NH:19][N:18]=[C:17]([NH:20][C:2]2[C:7]([N+:8]([O-:10])=[O:9])=[C:6]([N:30]3[CH2:35][CH2:34][O:33][CH2:32][CH2:31]3)[N:5]=[C:4]([S:12][CH3:13])[N:3]=2)[CH:16]=1. The catalyst class is: 249. (5) Reactant: C(O)(O)CC.[Br:6][C:7]1[C:12]([F:13])=[CH:11][C:10]([C:14]2C=[CH:21][CH:20]=[CH:19][C:15]=2C(Cl)=O)=[CH:9][C:8]=1[F:23].[OH:24][S:25]([C:28]([F:31])([F:30])[F:29])(=[O:27])=[O:26].C(OC(=O)C)(=O)C. Product: [O-:27][S:25]([C:28]([F:31])([F:30])[F:29])(=[O:26])=[O:24].[Br:6][C:7]1[C:12]([F:13])=[CH:11][C:10]([C+:14]2[CH2:15][CH2:19][CH2:20][CH2:21][S:25]2)=[CH:9][C:8]=1[F:23]. The catalyst class is: 27. (6) Reactant: [BH4-].[Na+].[F:3][C:4]1[C:16]([F:17])=[C:15]([F:18])[CH:14]=[CH:13][C:5]=1[NH:6][C@@H:7]([CH3:12])[C:8](OC)=[O:9].CO.O. Product: [F:3][C:4]1[C:16]([F:17])=[C:15]([F:18])[CH:14]=[CH:13][C:5]=1[NH:6][C@@H:7]([CH3:12])[CH2:8][OH:9]. The catalyst class is: 81. (7) Reactant: Cl[C:2]1[N:7]=[C:6]([NH:8][C:9]2[CH:14]=[CH:13][C:12]([O:15][CH3:16])=[C:11]([Cl:17])[CH:10]=2)[N:5]=[C:4]([NH:18][CH:19]2[CH2:25][CH2:24][CH2:23][CH2:22][CH2:21][CH2:20]2)[CH:3]=1.[OH:26][CH:27]1[CH2:32][CH2:31][NH:30][CH2:29][CH2:28]1.C(N(CC)CC)C. Product: [Cl:17][C:11]1[CH:10]=[C:9]([NH:8][C:6]2[N:7]=[C:2]([N:30]3[CH2:31][CH2:32][CH:27]([OH:26])[CH2:28][CH2:29]3)[CH:3]=[C:4]([NH:18][CH:19]3[CH2:25][CH2:24][CH2:23][CH2:22][CH2:21][CH2:20]3)[N:5]=2)[CH:14]=[CH:13][C:12]=1[O:15][CH3:16]. The catalyst class is: 51. (8) Reactant: F[C:2]1[CH:3]=[C:4]([CH:8]=[CH:9][C:10]=1[N+:11]([O-:13])=[O:12])[C:5]([OH:7])=[O:6].[OH-].[K+].Cl.[CH2:17]([OH:19])[CH3:18]. Product: [CH2:17]([O:19][C:2]1[CH:3]=[C:4]([CH:8]=[CH:9][C:10]=1[N+:11]([O-:13])=[O:12])[C:5]([OH:7])=[O:6])[CH3:18]. The catalyst class is: 6. (9) Reactant: [H-].[Na+].[CH2:3]([N:5]1[C:17]2[CH:16]=[CH:15][C:14]([C:18]3[NH:22][C:21]4[CH:23]=[CH:24][C:25]([C:27]([O:29][CH3:30])=[O:28])=[CH:26][C:20]=4[N:19]=3)=[CH:13][C:12]=2[C:11]2[C:6]1=[CH:7][CH:8]=[CH:9][CH:10]=2)[CH3:4].[CH2:31](Br)[CH:32]=[CH2:33].C(=O)([O-])O.[Na+]. Product: [CH2:33]([N:22]1[C:21]2[CH:23]=[CH:24][C:25]([C:27]([O:29][CH3:30])=[O:28])=[CH:26][C:20]=2[N:19]=[C:18]1[C:14]1[CH:15]=[CH:16][C:17]2[N:5]([CH2:3][CH3:4])[C:6]3[C:11]([C:12]=2[CH:13]=1)=[CH:10][CH:9]=[CH:8][CH:7]=3)[CH:32]=[CH2:31].[CH2:33]([N:19]1[C:20]2[CH:26]=[C:25]([C:27]([O:29][CH3:30])=[O:28])[CH:24]=[CH:23][C:21]=2[N:22]=[C:18]1[C:14]1[CH:15]=[CH:16][C:17]2[N:5]([CH2:3][CH3:4])[C:6]3[C:11]([C:12]=2[CH:13]=1)=[CH:10][CH:9]=[CH:8][CH:7]=3)[CH:32]=[CH2:31]. The catalyst class is: 3. (10) Reactant: [F:1][C:2]1[CH:7]=[CH:6][CH:5]=[C:4]([N+]([O-])=O)[C:3]=1[F:11].[Cl-].[NH4+:13]. Product: [F:1][C:2]1[CH:7]=[CH:6][C:5]([NH2:13])=[CH:4][C:3]=1[F:11]. The catalyst class is: 406.